Task: Predict the reaction yield, written as a fraction of the theoretical maximum amount of product (1.0 means a 100% yield; for example, 0.34 means a 34% yield).. Dataset: Reaction yield outcomes from USPTO patents with 853,638 reactions (1) The product is [CH2:19]=[C:4]1[CH2:17][C:6]2([CH2:9][N:8]([C:10]([O:12][C:13]([CH3:16])([CH3:15])[CH3:14])=[O:11])[CH2:7]2)[CH2:5]1. The yield is 0.500. The reactants are [H-].[Na+].O=[C:4]1[CH2:17][C:6]2([CH2:9][N:8]([C:10]([O:12][C:13]([CH3:16])([CH3:15])[CH3:14])=[O:11])[CH2:7]2)[CH2:5]1.O1CCC[CH2:19]1. The catalyst is [Br-].C[P+](C1C=CC=CC=1)(C1C=CC=CC=1)C1C=CC=CC=1.CS(C)=O. (2) The reactants are Cl[C:2](OC(Cl)(Cl)Cl)=[O:3].[NH2:9][C:10]1[CH:18]=[CH:17][C:16]([F:19])=[CH:15][C:11]=1[C:12]([OH:14])=[O:13]. The catalyst is O1CCOCC1. The product is [F:19][C:16]1[CH:17]=[CH:18][C:10]2[NH:9][C:2](=[O:3])[O:13][C:12](=[O:14])[C:11]=2[CH:15]=1. The yield is 0.960. (3) The reactants are [F:1][C:2]1[C:3]([CH2:13][NH2:14])=[CH:4][C:5]2[S:9][C:8]([S:10][CH3:11])=[N:7][C:6]=2[CH:12]=1.CCN(C(C)C)C(C)C.Cl[C:25]1[C:30]([N+:31]([O-:33])=[O:32])=[CH:29][CH:28]=[CH:27][N:26]=1. No catalyst specified. The product is [F:1][C:2]1[C:3]([CH2:13][NH:14][C:25]2[C:30]([N+:31]([O-:33])=[O:32])=[CH:29][CH:28]=[CH:27][N:26]=2)=[CH:4][C:5]2[S:9][C:8]([S:10][CH3:11])=[N:7][C:6]=2[CH:12]=1. The yield is 0.840. (4) The reactants are F[C:2]1[CH:7]=[C:6]([Br:8])[CH:5]=[CH:4][N:3]=1.[NH2:9][NH2:10]. The catalyst is N1C=CC=CC=1. The product is [Br:8][C:6]1[CH:5]=[CH:4][N:3]=[C:2]([NH:9][NH2:10])[CH:7]=1. The yield is 0.910. (5) The reactants are [Cl:1][C:2]1[CH:3]=[C:4]([CH:20]=[CH:21][C:22]=1[C:23]([N:25]1[CH2:29][CH2:28][CH2:27][C@H:26]1[CH2:30][C:31]([O:33]CC)=[O:32])=[O:24])[C:5]([NH:7][C@H:8]([C:10]1[NH:14][C:13]2[CH:15]=[CH:16][C:17]([Cl:19])=[CH:18][C:12]=2[N:11]=1)[CH3:9])=[O:6].[OH-].[Li+].CO.ClCl. The catalyst is O1CCCC1. The product is [Cl:1][C:2]1[CH:3]=[C:4]([CH:20]=[CH:21][C:22]=1[C:23]([N:25]1[CH2:29][CH2:28][CH2:27][C@H:26]1[CH2:30][C:31]([OH:33])=[O:32])=[O:24])[C:5]([NH:7][C@H:8]([C:10]1[NH:14][C:13]2[CH:15]=[CH:16][C:17]([Cl:19])=[CH:18][C:12]=2[N:11]=1)[CH3:9])=[O:6]. The yield is 0.630. (6) The reactants are [CH3:1][O:2][CH2:3][CH2:4][N:5]1[CH2:10][CH2:9][N:8]2[N:11]=[C:12]([N+:14]([O-])=O)[CH:13]=[C:7]2[CH2:6]1.[H][H]. The catalyst is C(O)C.[Pd]. The product is [CH3:1][O:2][CH2:3][CH2:4][N:5]1[CH2:10][CH2:9][N:8]2[N:11]=[C:12]([NH2:14])[CH:13]=[C:7]2[CH2:6]1. The yield is 0.820. (7) The reactants are O[Li:2].O.[NH2:4][C:5]1[N:14]=[CH:13][C:12]([Cl:15])=[CH:11][C:6]=1[C:7]([O:9]C)=[O:8]. The catalyst is O.CO. The product is [NH2:4][C:5]1[N:14]=[CH:13][C:12]([Cl:15])=[CH:11][C:6]=1[C:7]([O-:9])=[O:8].[Li+:2]. The yield is 0.950. (8) The reactants are C([O:8][CH2:9][CH2:10][NH:11][C:12]1[N:17]=[C:16]([O:18][CH3:19])[C:15]([NH:20][C:21]([C:23]2[O:24][C:25]([O:28][C:29]3[CH:34]=[C:33]([Si:35]([CH3:38])([CH3:37])[CH3:36])[CH:32]=[CH:31][C:30]=3[CH3:39])=[CH:26][CH:27]=2)=[O:22])=[C:14]([O:40][CH3:41])[N:13]=1)C1C=CC=CC=1.[H][H]. The catalyst is C(O)C.[Pd]. The product is [OH:8][CH2:9][CH2:10][NH:11][C:12]1[N:13]=[C:14]([O:40][CH3:41])[C:15]([NH:20][C:21]([C:23]2[O:24][C:25]([O:28][C:29]3[CH:34]=[C:33]([Si:35]([CH3:38])([CH3:37])[CH3:36])[CH:32]=[CH:31][C:30]=3[CH3:39])=[CH:26][CH:27]=2)=[O:22])=[C:16]([O:18][CH3:19])[N:17]=1. The yield is 0.780. (9) The reactants are C(N(CC)CC)C.Cl[C:9]1[CH:13]2[O:14][C:15]([CH3:18])([CH3:17])[O:16][CH:12]2[C:11](=[O:19])[CH:10]=1.[O:20]1[C:24]2[CH:25]=[CH:26][C:27]([CH:29]3[CH2:31][NH:30]3)=[CH:28][C:23]=2[O:22][CH2:21]1. The catalyst is O1CCCC1. The product is [O:20]1[C:24]2[CH:25]=[CH:26][C:27]([CH:29]3[CH2:31][N:30]3[C:9]3[CH:13]4[O:14][C:15]([CH3:18])([CH3:17])[O:16][CH:12]4[C:11](=[O:19])[CH:10]=3)=[CH:28][C:23]=2[O:22][CH2:21]1. The yield is 0.850.